Dataset: HIV replication inhibition screening data with 41,000+ compounds from the AIDS Antiviral Screen. Task: Binary Classification. Given a drug SMILES string, predict its activity (active/inactive) in a high-throughput screening assay against a specified biological target. (1) The compound is COC(=O)c1cc(=NNC(=O)CC(=O)Nc2ccc(C)cc2)c2ccccc2o1. The result is 0 (inactive). (2) The result is 0 (inactive). The molecule is CC1C(=O)C(C)C(c2ccccc2)N(N=O)C1c1ccccc1.